From a dataset of Catalyst prediction with 721,799 reactions and 888 catalyst types from USPTO. Predict which catalyst facilitates the given reaction. Reactant: [Li]CCCC.Br[CH2:7][C:8]1[CH:18]=[CH:17][CH:16]=[C:10]2[C:11]([NH:13][C:14](=[O:15])[C:9]=12)=[O:12]. Product: [CH2:7]=[C:8]1[CH:18]=[CH:17][CH:16]=[C:10]2[C:11]([NH:13][C:14](=[O:15])[CH:9]12)=[O:12]. The catalyst class is: 57.